This data is from Catalyst prediction with 721,799 reactions and 888 catalyst types from USPTO. The task is: Predict which catalyst facilitates the given reaction. (1) Reactant: [F:1][C:2]1[CH:7]=[CH:6][C:5]([C:8]2[N:9]=[C:10]3[C:15]([O:16][CH:17]([CH3:19])[CH3:18])=[N:14][CH:13]=[CH:12][N:11]3[CH:20]=2)=[CH:4][CH:3]=1.I[C:22]1[CH:27]=[CH:26][N:25]=[C:24]([S:28][CH3:29])[N:23]=1.C([O-])([O-])=O.[Cs+].[Cs+].C1C=CC(P(C2C=CC=CC=2)C2C=CC=CC=2)=CC=1. Product: [F:1][C:2]1[CH:3]=[CH:4][C:5]([C:8]2[N:9]=[C:10]3[C:15]([O:16][CH:17]([CH3:18])[CH3:19])=[N:14][CH:13]=[CH:12][N:11]3[C:20]=2[C:22]2[CH:27]=[CH:26][N:25]=[C:24]([S:28][CH3:29])[N:23]=2)=[CH:6][CH:7]=1. The catalyst class is: 416. (2) Reactant: [ClH:1].[CH3:2][O:3][C:4](=[O:27])[CH2:5][O:6][C:7]1[CH:12]=[CH:11][C:10]([C:13]2[CH:18]=[CH:17][C:16]([NH:19]C(OC(C)(C)C)=O)=[CH:15][CH:14]=2)=[CH:9][CH:8]=1. Product: [Cl-:1].[CH3:2][O:3][C:4](=[O:27])[CH2:5][O:6][C:7]1[CH:8]=[CH:9][C:10]([C:13]2[CH:18]=[CH:17][C:16]([NH3+:19])=[CH:15][CH:14]=2)=[CH:11][CH:12]=1. The catalyst class is: 12. (3) Reactant: P(OCCN1CCC(COC2C=C3C(C(NC4C=C(CC(NC5C=CC=C(F)C=5F)=O)NN=4)=NC=N3)=CC=2)CC1)(OC(C)(C)C)(OC(C)(C)C)=O.CN(C)C=O.[CH2:57]([O:64][C:65]1[CH:74]=[C:73]2[C:68]([C:69](=O)[NH:70][CH:71]=[N:72]2)=[CH:67][CH:66]=1)[C:58]1[CH:63]=[CH:62][CH:61]=[CH:60][CH:59]=1.[NH2:76][C:77]1[NH:81][N:80]=[C:79]([CH2:82][C:83]([OH:85])=[O:84])[CH:78]=1. Product: [CH2:57]([O:64][C:65]1[CH:74]=[C:73]2[C:68]([C:69]([NH:76][C:77]3[CH:78]=[C:79]([CH2:82][C:83]([OH:85])=[O:84])[NH:80][N:81]=3)=[N:70][CH:71]=[N:72]2)=[CH:67][CH:66]=1)[C:58]1[CH:63]=[CH:62][CH:61]=[CH:60][CH:59]=1. The catalyst class is: 309. (4) Reactant: [CH2:1]([C@@:4]1([C:20]2[S:21][CH:22]=[CH:23][CH:24]=2)[O:9][C:8](=[O:10])[N:7]([C@H:11]([C:13]2[CH:18]=[CH:17][C:16](Br)=[CH:15][CH:14]=2)[CH3:12])[CH2:6][CH2:5]1)[CH:2]=[CH2:3].[F:25][C:26]1[CH:31]=[CH:30][C:29](B(O)O)=[CH:28][CH:27]=1.C([O-])([O-])=O.[Cs+].[Cs+]. Product: [CH2:1]([C@@:4]1([C:20]2[S:21][CH:22]=[CH:23][CH:24]=2)[O:9][C:8](=[O:10])[N:7]([C@H:11]([C:13]2[CH:18]=[CH:17][C:16]([C:29]3[CH:30]=[CH:31][C:26]([F:25])=[CH:27][CH:28]=3)=[CH:15][CH:14]=2)[CH3:12])[CH2:6][CH2:5]1)[CH:2]=[CH2:3]. The catalyst class is: 184. (5) Reactant: [CH:1]12[CH2:7][CH:4]([CH:5]=[CH:6]1)[CH2:3][CH:2]2[OH:8].ClCCl.[C:12](OC(=O)C)(=[O:14])[CH3:13]. Product: [CH:1]12[CH2:7][CH:4]([CH:5]=[CH:6]1)[CH2:3][CH:2]2[O:8][C:12](=[O:14])[CH3:13]. The catalyst class is: 66. (6) Reactant: [CH:1]1([C:4]2[NH:8][N:7]=[C:6]([NH:9][C:10]3[CH:15]=[CH:14][N:13]=[C:12]([N:16]([CH3:33])[CH2:17][C:18]4[CH:32]=[CH:31][C:21]5[N:22](C6CCCCO6)[CH:23]=[N:24][C:20]=5[CH:19]=4)[N:11]=3)[CH:5]=2)[CH2:3][CH2:2]1.CC1C=CC(S(O)(=O)=O)=CC=1.O. Product: [NH:22]1[C:21]2[CH:31]=[CH:32][C:18]([CH2:17][N:16]([CH3:33])[C:12]3[N:11]=[C:10]([NH:9][C:6]4[CH:5]=[C:4]([CH:1]5[CH2:2][CH2:3]5)[NH:8][N:7]=4)[CH:15]=[CH:14][N:13]=3)=[CH:19][C:20]=2[N:24]=[CH:23]1. The catalyst class is: 24. (7) Reactant: [CH3:1][O:2][C:3]([C:5]1[N:6]([NH2:11])[CH:7]=[C:8]([Cl:10])[CH:9]=1)=[O:4].[N:12]1[CH:17]=[CH:16][CH:15]=[C:14]([CH:18]=O)[CH:13]=1. The catalyst class is: 5. Product: [CH3:1][O:2][C:3]([C:5]1[N:6]([N:11]=[CH:18][C:14]2[CH:13]=[N:12][CH:17]=[CH:16][CH:15]=2)[CH:7]=[C:8]([Cl:10])[CH:9]=1)=[O:4]. (8) Reactant: [Br:1][C:2]1[CH:11]=[CH:10][C:9]2[N:8]=[CH:7][C:6]3S[N:13]=[C:14]([C:15]4[CH:20]=[CH:19][C:18]([C:21]([CH3:25])([CH3:24])[C:22]#[N:23])=[CH:17][CH:16]=4)[C:5]=3[C:4]=2[CH:3]=1.[N:26]1C=CC=C(B(O)O)C=1.C([O-])([O-])=O.[Na+].[Na+]. Product: [Br:1][C:2]1[CH:11]=[CH:10][C:9]2[N:8]=[CH:7][C:6]3[NH:26][N:13]=[C:14]([C:15]4[CH:20]=[CH:19][C:18]([C:21]([CH3:25])([CH3:24])[C:22]#[N:23])=[CH:17][CH:16]=4)[C:5]=3[C:4]=2[CH:3]=1. The catalyst class is: 339.